From a dataset of Full USPTO retrosynthesis dataset with 1.9M reactions from patents (1976-2016). Predict the reactants needed to synthesize the given product. (1) Given the product [CH3:1][O:2][C:3]1[N:8]=[N:7][C:6]([N:9]2[C:13]([C:14]3[CH:19]=[CH:18][CH:17]=[CH:16][N:15]=3)=[CH:12][C:11]([C:20]([OH:22])=[O:21])=[N:10]2)=[CH:5][CH:4]=1, predict the reactants needed to synthesize it. The reactants are: [CH3:1][O:2][C:3]1[N:8]=[N:7][C:6]([N:9]2[C:13]([C:14]3[CH:19]=[CH:18][CH:17]=[CH:16][N:15]=3)=[CH:12][C:11]([C:20]([O:22]C)=[O:21])=[N:10]2)=[CH:5][CH:4]=1.[OH-].[Na+].Cl.C(Cl)(Cl)Cl. (2) Given the product [Br:14][C:15]1[CH:16]=[C:17]([NH:18][S:10]([C:7]2[CH:8]=[CH:9][C:4]([N+:1]([O-:3])=[O:2])=[CH:5][CH:6]=2)(=[O:12])=[O:11])[CH:19]=[CH:20][CH:21]=1, predict the reactants needed to synthesize it. The reactants are: [N+:1]([C:4]1[CH:9]=[CH:8][C:7]([S:10](Cl)(=[O:12])=[O:11])=[CH:6][CH:5]=1)([O-:3])=[O:2].[Br:14][C:15]1[CH:16]=[C:17]([CH:19]=[CH:20][CH:21]=1)[NH2:18].N1C=CC=CC=1.